Dataset: Reaction yield outcomes from USPTO patents with 853,638 reactions. Task: Predict the reaction yield, written as a fraction of the theoretical maximum amount of product (1.0 means a 100% yield; for example, 0.34 means a 34% yield). (1) The product is [CH2:1]([O:3][C:4]1[CH:9]=[CH:8][C:7]([S:10]([N:33]2[CH2:34][CH2:35][N:30]([CH2:28][CH3:29])[CH2:31][CH2:32]2)(=[O:12])=[O:11])=[CH:6][C:5]=1[C:14]1[NH:19][C:18](=[O:20])[C:17]2=[C:21]([CH3:27])[N:22]=[C:23]([CH2:24][CH2:25][CH3:26])[N:16]2[N:15]=1)[CH3:2]. The reactants are [CH2:1]([O:3][C:4]1[CH:9]=[CH:8][C:7]([S:10](Cl)(=[O:12])=[O:11])=[CH:6][C:5]=1[C:14]1[NH:19][C:18](=[O:20])[C:17]2=[C:21]([CH3:27])[N:22]=[C:23]([CH2:24][CH2:25][CH3:26])[N:16]2[N:15]=1)[CH3:2].[CH2:28]([N:30]1[CH2:35][CH2:34][NH:33][CH2:32][CH2:31]1)[CH3:29]. The yield is 0.660. The catalyst is ClCCl. (2) The reactants are I.[NH2:2][NH:3][C:4]([NH:7][CH3:8])=[N:5][CH3:6].Cl.[C:10](Cl)(=O)[C:11]1[CH:16]=[CH:15][N:14]=[CH:13][CH:12]=1.C([O-])([O-])=O.[K+].[K+]. The catalyst is N1C=CC=CC=1. The product is [CH3:8][NH:7][C:4]1[N:5]([CH3:6])[C:10]([C:11]2[CH:16]=[CH:15][N:14]=[CH:13][CH:12]=2)=[N:2][N:3]=1. The yield is 0.260. (3) The product is [N+:34]([C:37]1[CH:42]=[CH:41][CH:40]=[CH:39][C:38]=1[S:43]([N:15]1[CH2:20][CH2:19][CH2:18][CH:17]([C:21]([N:23]2[CH2:27][CH2:26][CH:25]([C:28]3[CH:29]=[N:30][CH:31]=[CH:32][CH:33]=3)[CH2:24]2)=[O:22])[CH2:16]1)(=[O:45])=[O:44])([O-:36])=[O:35]. The yield is 0.710. The reactants are FC(F)(F)C(O)=O.FC(F)(F)C(O)=O.[NH:15]1[CH2:20][CH2:19][CH2:18][CH:17]([C:21]([N:23]2[CH2:27][CH2:26][CH:25]([C:28]3[CH:29]=[N:30][CH:31]=[CH:32][CH:33]=3)[CH2:24]2)=[O:22])[CH2:16]1.[N+:34]([C:37]1[CH:42]=[CH:41][CH:40]=[CH:39][C:38]=1[S:43](Cl)(=[O:45])=[O:44])([O-:36])=[O:35].C(N(CC)CC)C. The catalyst is C(#N)C. (4) The reactants are [Cl:1][C:2]1[CH:11]=[CH:10][C:9]2[CH:8]([OH:12])[CH2:7][CH2:6][CH2:5][C:4]=2[N:3]=1.[H-].[Na+].[CH3:15]I. The catalyst is O1CCCC1. The product is [Cl:1][C:2]1[CH:11]=[CH:10][C:9]2[CH:8]([O:12][CH3:15])[CH2:7][CH2:6][CH2:5][C:4]=2[N:3]=1. The yield is 0.610. (5) The reactants are [F:1][C:2]([F:17])([C:6]1[CH:11]=[CH:10][CH:9]=[C:8]([O:12][CH2:13][CH2:14][O:15][CH3:16])[CH:7]=1)[C:3]([OH:5])=O.P(Cl)(Cl)(Cl)=O.Cl.[NH2:24][CH2:25][C:26]1[CH:27]=[C:28]2[C:32](=[CH:33][CH:34]=1)[C:31](=[O:35])[N:30]([CH:36]1[CH2:41][CH2:40][C:39](=[O:42])[NH:38][C:37]1=[O:43])[CH2:29]2.C(=O)(O)[O-].[Na+]. The catalyst is N1C=CC=CC=1. The product is [O:43]=[C:37]1[CH:36]([N:30]2[CH2:29][C:28]3[C:32](=[CH:33][CH:34]=[C:26]([CH2:25][NH:24][C:3](=[O:5])[C:2]([F:1])([F:17])[C:6]4[CH:11]=[CH:10][CH:9]=[C:8]([O:12][CH2:13][CH2:14][O:15][CH3:16])[CH:7]=4)[CH:27]=3)[C:31]2=[O:35])[CH2:41][CH2:40][C:39](=[O:42])[NH:38]1. The yield is 0.0900. (6) The reactants are Cl[C:2]1[C:3]([N+:9]([O-:11])=[O:10])=[C:4]([CH:6]=[CH:7][CH:8]=1)[NH2:5].C(=O)([O-])[O-].[K+].[K+].[N:18]1([CH:24]2[CH2:29][CH2:28][NH:27][CH2:26][CH2:25]2)[CH2:23][CH2:22][CH2:21][CH2:20][CH2:19]1. No catalyst specified. The product is [N:18]1([CH:24]2[CH2:29][CH2:28][N:27]([C:2]3[C:3]([N+:9]([O-:11])=[O:10])=[C:4]([CH:6]=[CH:7][CH:8]=3)[NH2:5])[CH2:26][CH2:25]2)[CH2:23][CH2:22][CH2:21][CH2:20][CH2:19]1. The yield is 0.472. (7) The yield is 0.340. The product is [CH3:1][O:2][C:3]1[CH:8]=[CH:7][C:6]([CH2:9][CH:10]=[O:14])=[CH:5][CH:4]=1. The catalyst is C(Cl)Cl. The reactants are [CH3:1][O:2][C:3]1[CH:8]=[CH:7][C:6]([CH:9](O)[CH3:10])=[CH:5][CH:4]=1.CC(OI1(OC(C)=O)(OC(C)=O)OC(=O)C2C=CC=CC1=2)=[O:14].